From a dataset of Experimentally validated miRNA-target interactions with 360,000+ pairs, plus equal number of negative samples. Binary Classification. Given a miRNA mature sequence and a target amino acid sequence, predict their likelihood of interaction. (1) The miRNA is hsa-miR-3156-3p with sequence CUCCCACUUCCAGAUCUUUCU. The protein sequence of the target gene is MDGESEVDFSSNSITPLWRRRSIPQPHQVLGRSKPRPQSYQSPNGLLITDFPVEDGGTLLAAQIPAQVPTASDSRTVHRSPLLLGAQRRAVANGGTASPEYRAASPRLRRPKSPKLPKAVPGGSPKSPANGAVTLPAPPPPPVLRPPRTPNAPAPCTPEEDLTGLTASPVPSPTANGLAANNDSPGSGSQSGRKAKDPERGLFPGPQKSSSEQKLPLQRLPSQENELLENPSVVLSTNSPAALKVGKQQIIPKSLASEIKISKSNNQNVEPHKRLLKVRSMVEGLGGPLGHAGEESEVDN.... Result: 1 (interaction). (2) The miRNA is hsa-miR-92a-3p with sequence UAUUGCACUUGUCCCGGCCUGU. The protein sequence of the target gene is MEDSMDMDMSPLRPQNYLFGCELKADKDYHFKVDNDENEHQLSLRTVSLGAGAKDELHIVEAEAMNYEGSPIKVTLATLKMSVQPTVSLGGFEITPPVVLRLKCGSGPVHISGQHLVAVEEDAESEDEEEEDVKLLSISGKRSAPGGGSKVPQKKVKLAADEDDDDDDEEDDDEDDDDDDFDDEEAEEKAPVKKSIRDTPAKNAQKSNQNGKDSKPSSTPRSKGQESFKKQEKTPKTPKGPSSVEDIKAKMQASIEKGGSLPKVEAKFINYVKNCFRMTDQEAIQDLWQWRKSL. Result: 1 (interaction). (3) The miRNA is hsa-miR-155-5p with sequence UUAAUGCUAAUCGUGAUAGGGGUU. The protein sequence of the target gene is MFSWVSKDARRKKEPELFQTVAEGLRQLYAQKLLPLEEHYRFHEFHSPALEDADFDNKPMVLLVGQYSTGKTTFIRHLIEQDFPGMRIGPEPTTDSFIAVMHGPTEGVVPGNALVVDPRRPFRKLNAFGNAFLNRFMCAQLPNPVLDSISIIDTPGILSGEKQRISRGYDFAAVLEWFAERVDRIILLFDAHKLDISDEFSEVIKALKNHEDKIRVVLNKADQIETQQLMRVYGALMWSLGKIINTPEVVRVYIGSFWSHPLLIPDNRKLFEAEEQDLFKDIQSLPRNAALRKLNDLIKR.... Result: 1 (interaction). (4) The miRNA is hsa-miR-6851-5p with sequence AGGAGGUGGUACUAGGGGCCAGC. The protein sequence of the target gene is MAGEVSAATGRFSLERLGLPGLALAAALLLLALCLLVRRTRRPGEPPLIKGWLPYLGVVLNLRKDPLRFMKTLQKQHGDTFTVLLGGKYITFILDPFQYQLVIKNHKQLSFRVFSNKLLEKAFSISQLQKNHDMNDELHLCYQFLQGKSLDILLESMMQNLKQVFEPQLLKTTSWDTAELYPFCSSIIFEITFTTIYGKVIVCDNNKFISELRDDFLKFDDKFAYLVSNIPIELLGNVKSIREKIIKCFSSEKLAKMQGWSEVFQSRQDVLEKYYVHEDLEIGAHHLGFLWASVANTIPT.... Result: 1 (interaction). (5) The miRNA is hsa-miR-4320 with sequence GGGAUUCUGUAGCUUCCU. The protein sequence of the target gene is MEKQKPFALFVPPRSSSSQVSAVKPQTLGGDSTFFKSFNKCTEDDFEFPFAKTNLSKNGENIDSDPALQKVNFLPVLEQVGNSDCHYQEGLKDSDLENSEGLSRVYSKLYKEAEKIKKWKVSTEAELRQKESKLQENRKIIEAQRKAIQELQFGNEKVSLKLEEGIQENKDLIKENNATRHLCNLLKETCARSAEKTKKYEYEREETRQVYMDLNNNIEKMITAFEELRVQAENSRLEMHFKLKEDYEKIQHLEQEYKKEINDKEKQVSLLLIQITEKENKMKDLTFLLEESRDKVNQLE.... Result: 0 (no interaction). (6) The miRNA is hsa-miR-6814-3p with sequence ACUCGCAUCCUUCCCUUGGCAG. The protein sequence of the target gene is MVPGAAGWCCLVLWLPACVAAHGFRIHDYLYFQVLSPGDIRYIFTATPAKDFGGIFHTRYEQIHLVPAEPPEACGELSNGFFIQDQIALVERGGCSFLSKTRVVQEHGGRAVIISDNAVDNDSFYVEMIQDSTQRTADIPALFLLGRDGYMIRRSLEQHGLPWAIISIPVNVTSIPTFELLQPPWTFW. Result: 0 (no interaction). (7) The miRNA is hsa-miR-548aj-5p with sequence UGCAAAAGUAAUUGCAGUUUUUG. The protein sequence of the target gene is MGSQPPPPGSPLSREEGEAPPLVPAEEGRRRSRRVRLRGSCRHRPSLLSRRELASNGPAVPATASSEIMASAAKEFKMDNFSPKAGTSKLQQTVPADASPDSKCPICLDRFDNVSYLDRCLHKFCFRCVQEWSKNKAECPLCKQPFDSIFHSVRAEDDFKEYVLRPSYNGSFTNPEVRRFRYRTTMTRERSASLYSPSSTVSRRTTTPPDSGVLFEGLGISTRPRDVDIPQFMRQMALRGPTTTDERSLRKIQEQDIINFRRTLYRAGVRVRSIEDGGRYRDISAEFFRRNPACLHRLVP.... Result: 0 (no interaction). (8) The miRNA is mmu-miR-703 with sequence AAAACCUUCAGAAGGAAAGAA. Result: 1 (interaction). The protein sequence of the target gene is MEFFISMSETIKYNDDDHKTLFLKTLNEQRLEGEFCDIAIVVEDVKFRAHRCVLAACSTYFKKLFKKLEVDSSSVIEIDFLRSDIFEEVLNYMYTAKISVKKEDVNLMMSSGQILGIRFLDKLCSQKRDVSSPDESNGQSKSKYCLKLNRPIGDAADAQDDDVEEIGDQDDSPSDDTVEGTPPSQEDGKSPTTTLRVQEAILKELGSEEVRKVNCYGQEVESMETPESKDLGSQTPQALTFNDGMSEVKDEQTPGWTTAASDMKFEYLLYGHHREQIACQACGKTFSDEGRLRKHEKLHT....